From a dataset of CYP3A4 inhibition data for predicting drug metabolism from PubChem BioAssay. Regression/Classification. Given a drug SMILES string, predict its absorption, distribution, metabolism, or excretion properties. Task type varies by dataset: regression for continuous measurements (e.g., permeability, clearance, half-life) or binary classification for categorical outcomes (e.g., BBB penetration, CYP inhibition). Dataset: cyp3a4_veith. (1) The molecule is CCNc1ncc2ncc(=O)n(C[C@H]3CCCO3)c2n1. The result is 0 (non-inhibitor). (2) The molecule is N#CCCn1c(=O)c(-c2ccccc2)nc2cnc(Nc3ccccc3)nc21. The result is 0 (non-inhibitor).